Dataset: Catalyst prediction with 721,799 reactions and 888 catalyst types from USPTO. Task: Predict which catalyst facilitates the given reaction. (1) Reactant: Br[C:2]1[CH:7]=[CH:6][CH:5]=[C:4]([C:8]([F:11])([F:10])[F:9])[CH:3]=1.C([Li])CCC.[N+:17]([CH:20]=[C:21]1[CH2:24][O:23][CH2:22]1)([O-:19])=[O:18].[Cl-].[NH4+]. Product: [N+:17]([CH2:20][C:21]1([C:2]2[CH:7]=[CH:6][CH:5]=[C:4]([C:8]([F:11])([F:10])[F:9])[CH:3]=2)[CH2:24][O:23][CH2:22]1)([O-:19])=[O:18]. The catalyst class is: 20. (2) Reactant: [CH:1]1[C:6]([C@H:7]2[C@H:12]([CH2:13][O:14][C:15]3[CH:16]=[CH:17][C:18]4[O:23][CH2:22][O:21][C:19]=4[CH:20]=3)[CH2:11][NH:10][CH2:9][CH2:8]2)=[CH:5][CH:4]=[C:3]([F:24])[CH:2]=1.[S:25]([CH2:29][CH2:30][OH:31])([O-:28])(=[O:27])=[O:26].[NH4+].N. Product: [CH:5]1[C:6]([C@H:7]2[C@H:12]([CH2:13][O:14][C:15]3[CH:16]=[CH:17][C:18]4[O:23][CH2:22][O:21][C:19]=4[CH:20]=3)[CH2:11][NH:10][CH2:9][CH2:8]2)=[CH:1][CH:2]=[C:3]([F:24])[CH:4]=1.[S:25]([CH2:29][CH2:30][OH:31])([O-:28])(=[O:27])=[O:26]. The catalyst class is: 32. (3) Reactant: [N+:1]([C:4]1[CH:5]=[N:6][C:7]2[C:12]([C:13]=1[NH:14][CH2:15][CH:16]1[CH2:21][CH2:20][O:19][CH2:18][CH2:17]1)=[CH:11][CH:10]=[CH:9][CH:8]=2)([O-])=O. Product: [O:19]1[CH2:18][CH2:17][CH:16]([CH2:15][NH:14][C:13]2[C:12]3[C:7](=[CH:8][CH:9]=[CH:10][CH:11]=3)[N:6]=[CH:5][C:4]=2[NH2:1])[CH2:21][CH2:20]1. The catalyst class is: 63.